This data is from NCI-60 drug combinations with 297,098 pairs across 59 cell lines. The task is: Regression. Given two drug SMILES strings and cell line genomic features, predict the synergy score measuring deviation from expected non-interaction effect. (1) Drug 1: CNC(=O)C1=CC=CC=C1SC2=CC3=C(C=C2)C(=NN3)C=CC4=CC=CC=N4. Drug 2: CC1=C(C(=CC=C1)Cl)NC(=O)C2=CN=C(S2)NC3=CC(=NC(=N3)C)N4CCN(CC4)CCO. Cell line: NCI-H522. Synergy scores: CSS=34.4, Synergy_ZIP=1.62, Synergy_Bliss=8.59, Synergy_Loewe=7.83, Synergy_HSA=9.85. (2) Drug 1: CN(C(=O)NC(C=O)C(C(C(CO)O)O)O)N=O. Drug 2: C1C(C(OC1N2C=NC3=C2NC=NCC3O)CO)O. Cell line: HCT-15. Synergy scores: CSS=41.9, Synergy_ZIP=4.34, Synergy_Bliss=4.25, Synergy_Loewe=2.96, Synergy_HSA=4.75. (3) Drug 1: C1CCC(C1)C(CC#N)N2C=C(C=N2)C3=C4C=CNC4=NC=N3. Drug 2: C1=NC(=NC(=O)N1C2C(C(C(O2)CO)O)O)N. Cell line: RXF 393. Synergy scores: CSS=11.8, Synergy_ZIP=-4.73, Synergy_Bliss=-2.55, Synergy_Loewe=-30.9, Synergy_HSA=-2.14.